This data is from Catalyst prediction with 721,799 reactions and 888 catalyst types from USPTO. The task is: Predict which catalyst facilitates the given reaction. (1) Reactant: [O:1]1[C:5]2[CH:6]=[CH:7][CH:8]=[CH:9][C:4]=2[N:3]=[C:2]1[C:10]1[CH:11]=[CH:12][C:13]([CH3:17])=[C:14]([OH:16])[CH:15]=1.C(N(CC)CC)C.[Si:25](OS(C(F)(F)F)(=O)=O)([C:28]([CH3:31])([CH3:30])[CH3:29])([CH3:27])[CH3:26].CCOC(C)=O. Product: [C:28]([Si:25]([CH3:27])([CH3:26])[O:16][C:14]1[CH:15]=[C:10]([C:2]2[O:1][C:5]3[CH:6]=[CH:7][CH:8]=[CH:9][C:4]=3[N:3]=2)[CH:11]=[CH:12][C:13]=1[CH3:17])([CH3:31])([CH3:30])[CH3:29]. The catalyst class is: 2. (2) Reactant: [F:1][C:2]1[CH:10]=[CH:9][CH:8]=[C:7]2[C:3]=1[C:4](I)=[N:5][N:6]2[CH:11]1[CH2:16][CH2:15][CH2:14][CH2:13][O:12]1.[Si:18]([O:35][C@H:36]1[C@H:41]([C:42]([O:44][CH2:45][CH3:46])=[O:43])[CH2:40][CH2:39][NH:38][CH2:37]1)([C:31]([CH3:34])([CH3:33])[CH3:32])([C:25]1[CH:30]=[CH:29][CH:28]=[CH:27][CH:26]=1)[C:19]1[CH:24]=[CH:23][CH:22]=[CH:21][CH:20]=1.C([O-])([O-])=O.[Cs+].[Cs+].CC(OC1C=CC=C(OC(C)C)C=1C1C(P(C2CCCCC2)C2CCCCC2)=CC=CC=1)C. Product: [Si:18]([O:35][C@H:36]1[C@H:41]([C:42]([O:44][CH2:45][CH3:46])=[O:43])[CH2:40][CH2:39][N:38]([C:4]2[C:3]3[C:7](=[CH:8][CH:9]=[CH:10][C:2]=3[F:1])[N:6]([CH:11]3[CH2:16][CH2:15][CH2:14][CH2:13][O:12]3)[N:5]=2)[CH2:37]1)([C:31]([CH3:32])([CH3:33])[CH3:34])([C:25]1[CH:30]=[CH:29][CH:28]=[CH:27][CH:26]=1)[C:19]1[CH:24]=[CH:23][CH:22]=[CH:21][CH:20]=1. The catalyst class is: 12. (3) Reactant: [N+:1]([C:4]1[CH:13]=[CH:12][CH:11]=[C:10]2[C:5]=1[CH:6]=[N:7][NH:8][C:9]2=[O:14])([O-])=O.C(N(CC)CC)C.[H][H]. Product: [NH2:1][C:4]1[CH:13]=[CH:12][CH:11]=[C:10]2[C:5]=1[CH:6]=[N:7][NH:8][C:9]2=[O:14]. The catalyst class is: 153. (4) Product: [CH3:16][CH:11]1[CH2:10][CH:9]([NH:8][CH3:6])[CH2:14][CH:13]([CH3:15])[N:12]1[CH2:36][CH2:35][C:32]1[CH:33]=[CH:34][C:29]([C:25]2[N:24]=[C:23]([NH2:45])[CH:28]=[CH:27][CH:26]=2)=[CH:30][CH:31]=1. Reactant: C(O[C:6]([NH:8][CH:9]1[CH2:14][CH:13]([CH3:15])[NH:12][CH:11]([CH3:16])[CH2:10]1)=O)(C)(C)C.CC1NC(C)=CC=1[C:23]1[CH:28]=[CH:27][CH:26]=[C:25]([C:29]2[CH:34]=[CH:33][C:32]([CH2:35][C:36](O)=O)=[CH:31][CH:30]=2)[N:24]=1.CSC.B.Cl.[NH2:45]O.[2H]C(Cl)(Cl)Cl.CO[2H]. The catalyst class is: 199. (5) Reactant: [F:1][C:2]1[CH:10]=[CH:9][C:8]2[N:7]([CH2:11][C:12]3[CH:21]=[CH:20][C:15]([C:16]([O:18][CH3:19])=[O:17])=[CH:14][CH:13]=3)[C:6]3[CH2:22][CH2:23][N:24]([CH2:27][CH2:28]O)[C:25](=[O:26])[C:5]=3[C:4]=2[CH:3]=1.CCN(C(C)C)C(C)C.CS(Cl)(=O)=O.[CH3:44][O:45][CH2:46][C@@H:47]1[CH2:51][CH2:50][CH2:49][NH:48]1. Product: [CH3:19][O:18][C:16](=[O:17])[C:15]1[CH:20]=[CH:21][C:12]([CH2:11][N:7]2[C:8]3[CH:9]=[CH:10][C:2]([F:1])=[CH:3][C:4]=3[C:5]3[C:25](=[O:26])[N:24]([CH2:27][CH2:28][N:48]4[CH2:49][CH2:50][CH2:51][C@H:47]4[CH2:46][O:45][CH3:44])[CH2:23][CH2:22][C:6]2=3)=[CH:13][CH:14]=1. The catalyst class is: 10. (6) Reactant: [N:1]1[CH:6]=[CH:5][CH:4]=[CH:3][C:2]=1[C:7]1[C:8]([NH2:13])=[N:9][NH:10][C:11]=1[NH2:12].[Cl:14][C:15]1[CH:20]=[CH:19][C:18]([C:21](=O)[CH2:22][C:23](OC)=[O:24])=[CH:17][CH:16]=1.CC1C=CC(S(O)(=O)=O)=CC=1. Product: [NH2:12][C:11]1[C:7]([C:2]2[CH:3]=[CH:4][CH:5]=[CH:6][N:1]=2)=[C:8]2[NH:13][C:21]([C:18]3[CH:17]=[CH:16][C:15]([Cl:14])=[CH:20][CH:19]=3)=[CH:22][C:23](=[O:24])[N:9]2[N:10]=1. The catalyst class is: 114.